Dataset: Forward reaction prediction with 1.9M reactions from USPTO patents (1976-2016). Task: Predict the product of the given reaction. (1) Given the reactants Br[C:2]1[CH:9]=[CH:8][C:5]([CH:6]=[O:7])=[CH:4][CH:3]=1.[CH3:10][N:11]1[CH2:16][CH:15]=[C:14](B2OC(C)(C)C(C)(C)O2)[CH2:13][CH2:12]1.C(=O)([O-])[O-].[Na+].[Na+], predict the reaction product. The product is: [CH3:10][N:11]1[CH2:12][CH:13]=[C:14]([C:2]2[CH:9]=[CH:8][C:5]([CH:6]=[O:7])=[CH:4][CH:3]=2)[CH2:15][CH2:16]1. (2) Given the reactants [NH2:1][C:2]([C:4]1[CH:5]=[N:6][C:7]2[C:12]([C:13]=1[NH:14][C:15]1[CH:16]=[C:17]([C:25]([O:27][CH3:28])=[O:26])[CH:18]=[C:19]([C:21]([O:23][CH3:24])=[O:22])[CH:20]=1)=[CH:11][CH:10]=[C:9](Br)[CH:8]=2)=[O:3].B(O)O.[C:33](=[O:36])([O-])[O-].[K+].[K+].O1[CH2:44][CH2:43][O:42][CH2:41]C1, predict the reaction product. The product is: [NH2:1][C:2]([C:4]1[CH:5]=[N:6][C:7]2[C:12]([C:13]=1[NH:14][C:15]1[CH:16]=[C:17]([C:25]([O:27][CH3:28])=[O:26])[CH:18]=[C:19]([C:21]([O:23][CH3:24])=[O:22])[CH:20]=1)=[CH:11][CH:10]=[C:9]([C:4]1[C:2]([O:36][CH3:33])=[N:1][C:43]([O:42][CH3:41])=[CH:44][CH:13]=1)[CH:8]=2)=[O:3]. (3) Given the reactants [Li+].C[Si]([N-][Si](C)(C)C)(C)C.C[Si]([N-][Si](C)(C)C)(C)C.[K+].[NH:21]1[CH:25]=[CH:24][N:23]=[N:22]1.[CH3:26][O:27][C:28](=[O:31])[CH2:29]Br, predict the reaction product. The product is: [CH3:26][O:27][C:28](=[O:31])[CH2:29][N:21]1[CH:25]=[CH:24][N:23]=[N:22]1. (4) Given the reactants [NH2:1][CH:2]1[CH2:7][CH2:6][N:5]([C:8]([O:10][C:11]([CH3:14])([CH3:13])[CH3:12])=[O:9])[CH2:4][CH2:3]1.F[C:16]1[CH:21]=[CH:20][C:19](S(C)(=O)=O)=C[C:17]=1[N+:26]([O-:28])=[O:27].C(=O)([O-])[O-:30].[K+].[K+].[CH3:35][S:36]([CH3:38])=[O:37], predict the reaction product. The product is: [CH3:35][S:36]([C:38]1[CH:19]=[CH:20][C:21]([NH:1][CH:2]2[CH2:3][CH2:4][N:5]([C:8]([O:10][C:11]([CH3:14])([CH3:13])[CH3:12])=[O:9])[CH2:6][CH2:7]2)=[CH:16][C:17]=1[N+:26]([O-:28])=[O:27])(=[O:30])=[O:37]. (5) Given the reactants [CH2:1]([O:8][C:9]1[CH:14]=[CH:13][N:12]=[C:11]([C:15]([O-:17])=O)[CH:10]=1)[C:2]1[CH:7]=[CH:6][CH:5]=[CH:4][CH:3]=1.[Na+].[C:19](Cl)(=[O:23])[C:20](Cl)=O.[OH-:25].[Na+].Cl.C[N:29]([CH:31]=O)C, predict the reaction product. The product is: [CH2:1]([O:8][C:9]1[CH:14]=[CH:13][N:12]=[C:11]([C:15]([NH:12][C:11]2[CH:10]=[CH:9][C:14]([C:31]#[N:29])=[CH:13][C:20]=2[C:19]([OH:23])=[O:25])=[O:17])[CH:10]=1)[C:2]1[CH:3]=[CH:4][CH:5]=[CH:6][CH:7]=1. (6) The product is: [Cl:1][C:2]1[CH:7]=[CH:6][C:5]([CH2:8][CH:9]([NH:13][CH:19]=[O:20])[CH:10]([CH3:11])[CH3:12])=[CH:4][C:3]=1[O:14][CH2:15][CH2:16][O:17][CH3:18]. Given the reactants [Cl:1][C:2]1[CH:7]=[CH:6][C:5]([CH2:8][CH:9]([NH2:13])[CH:10]([CH3:12])[CH3:11])=[CH:4][C:3]=1[O:14][CH2:15][CH2:16][O:17][CH3:18].[CH:19](O)=[O:20], predict the reaction product.